Dataset: NCI-60 drug combinations with 297,098 pairs across 59 cell lines. Task: Regression. Given two drug SMILES strings and cell line genomic features, predict the synergy score measuring deviation from expected non-interaction effect. Drug 1: CC1=C(N=C(N=C1N)C(CC(=O)N)NCC(C(=O)N)N)C(=O)NC(C(C2=CN=CN2)OC3C(C(C(C(O3)CO)O)O)OC4C(C(C(C(O4)CO)O)OC(=O)N)O)C(=O)NC(C)C(C(C)C(=O)NC(C(C)O)C(=O)NCCC5=NC(=CS5)C6=NC(=CS6)C(=O)NCCC[S+](C)C)O. Drug 2: C1CCC(C(C1)N)N.C(=O)(C(=O)[O-])[O-].[Pt+4]. Cell line: LOX IMVI. Synergy scores: CSS=61.0, Synergy_ZIP=4.08, Synergy_Bliss=3.72, Synergy_Loewe=7.36, Synergy_HSA=9.75.